From a dataset of NCI-60 drug combinations with 297,098 pairs across 59 cell lines. Regression. Given two drug SMILES strings and cell line genomic features, predict the synergy score measuring deviation from expected non-interaction effect. Drug 1: C1CC(=O)NC(=O)C1N2CC3=C(C2=O)C=CC=C3N. Drug 2: C1C(C(OC1N2C=NC3=C(N=C(N=C32)Cl)N)CO)O. Synergy scores: CSS=2.13, Synergy_ZIP=-1.82, Synergy_Bliss=-1.68, Synergy_Loewe=-1.15, Synergy_HSA=-1.13. Cell line: UACC62.